This data is from Catalyst prediction with 721,799 reactions and 888 catalyst types from USPTO. The task is: Predict which catalyst facilitates the given reaction. (1) Reactant: [OH:1][C:2]1[CH:3]=[C:4]([CH:13]=[CH:14][CH:15]=1)[C:5]([C:7]1[CH:12]=[CH:11][CH:10]=[CH:9][CH:8]=1)=O.[CH:16]([NH2:18])=[O:17]. Product: [OH:1][C:2]1[CH:3]=[C:4]([CH:5]([C:7]2[CH:12]=[CH:11][CH:10]=[CH:9][CH:8]=2)[NH:18][CH:16]=[O:17])[CH:13]=[CH:14][CH:15]=1. The catalyst class is: 6. (2) Reactant: [Cl:1][C:2]1[CH:28]=[C:27]([Cl:29])[CH:26]=[CH:25][C:3]=1[C:4]([N:6]([C:16]1[CH:21]=[CH:20][C:19]([Cl:22])=[C:18]([O:23][CH3:24])[CH:17]=1)[C:7]1[S:8][C:9](C)=[C:10]([C:12](O)=[O:13])[N:11]=1)=[O:5].[NH:30]1[CH2:34][CH2:33][CH2:32][CH2:31]1.C(N1C=CN=C1)(N1C=CN=C1)=O.Cl. Product: [Cl:1][C:2]1[CH:28]=[C:27]([Cl:29])[CH:26]=[CH:25][C:3]=1[C:4]([N:6]([C:16]1[CH:21]=[CH:20][C:19]([Cl:22])=[C:18]([O:23][CH3:24])[CH:17]=1)[C:7]1[S:8][CH:9]=[C:10]([C:12]([N:30]2[CH2:34][CH2:33][CH2:32][CH2:31]2)=[O:13])[N:11]=1)=[O:5]. The catalyst class is: 4. (3) Product: [OH:20][CH:21]1[CH2:26][CH2:25][N:24]([S:16](/[CH:8]=[CH:9]/[C:10]2[CH:15]=[CH:14][CH:13]=[CH:12][CH:11]=2)(=[O:18])=[O:17])[CH2:23][CH2:22]1. The catalyst class is: 1. Reactant: C(N(CC)CC)C.[CH:8](/[S:16](Cl)(=[O:18])=[O:17])=[CH:9]\[C:10]1[CH:15]=[CH:14][CH:13]=[CH:12][CH:11]=1.[OH:20][CH:21]1[CH2:26][CH2:25][NH:24][CH2:23][CH2:22]1. (4) Reactant: [C:1]([C:4]1[CH:12]=[C:11]([C:13]2[CH:18]=[CH:17][N:16]=[CH:15][CH:14]=2)[CH:10]=[C:9]2[C:5]=1[CH2:6][CH2:7][N:8]2[C:19](=[O:36])[C@@H:20]([NH:28]C(=O)OC(C)(C)C)[CH2:21][C:22]1[CH:27]=[CH:26][CH:25]=[CH:24][CH:23]=1)(=[O:3])[NH2:2].C(O)(C(F)(F)F)=O. Product: [NH2:28][C@@H:20]([CH2:21][C:22]1[CH:23]=[CH:24][CH:25]=[CH:26][CH:27]=1)[C:19]([N:8]1[C:9]2[CH:10]=[C:11]([C:13]3[CH:18]=[CH:17][N:16]=[CH:15][CH:14]=3)[CH:12]=[C:4]([C:1]([NH2:2])=[O:3])[C:5]=2[CH2:6][CH2:7]1)=[O:36]. The catalyst class is: 2. (5) Reactant: CS(O)(=O)=O.C(OC([N:13]1[CH2:18][CH2:17][C:16]2=[N:19][N:20]([CH2:23][C:24]([F:27])([F:26])[F:25])[C:21](=[O:22])[C:15]2([CH2:28][C:29]2[CH:34]=[CH:33][CH:32]=[CH:31][N:30]=2)[CH2:14]1)=O)(C)(C)C.C(N(CC)CC)C. Product: [N:30]1[CH:31]=[CH:32][CH:33]=[CH:34][C:29]=1[CH2:28][C:15]12[C:21](=[O:22])[N:20]([CH2:23][C:24]([F:26])([F:27])[F:25])[N:19]=[C:16]1[CH2:17][CH2:18][NH:13][CH2:14]2. The catalyst class is: 2. (6) Product: [C:10]([O:14][C:15]([N:17]1[CH2:18][CH2:19][CH:20]([N:23]2[C:27]3=[N:28][CH:29]=[N:30][C:31]([O:9][C:3]4[CH:8]=[CH:7][CH:6]=[CH:5][CH:4]=4)=[C:26]3[CH:25]=[N:24]2)[CH2:21][CH2:22]1)=[O:16])([CH3:13])([CH3:11])[CH3:12]. Reactant: [H-].[Na+].[C:3]1([OH:9])[CH:8]=[CH:7][CH:6]=[CH:5][CH:4]=1.[C:10]([O:14][C:15]([N:17]1[CH2:22][CH2:21][CH:20]([N:23]2[C:27]3=[N:28][CH:29]=[N:30][C:31](Cl)=[C:26]3[CH:25]=[N:24]2)[CH2:19][CH2:18]1)=[O:16])([CH3:13])([CH3:12])[CH3:11].[Cl-].[NH4+]. The catalyst class is: 3. (7) Reactant: Cl[C:2]1[CH:7]=[CH:6][C:5]([N+:8]([O-:10])=[O:9])=[CH:4][N:3]=1.[OH:11][C:12]1[CH:17]=[CH:16][C:15]([C:18]([O:20][CH3:21])=[O:19])=[CH:14][CH:13]=1.C(=O)([O-])[O-].[K+].[K+].O. Product: [N+:8]([C:5]1[CH:6]=[CH:7][C:2]([O:11][C:12]2[CH:13]=[CH:14][C:15]([C:18]([O:20][CH3:21])=[O:19])=[CH:16][CH:17]=2)=[N:3][CH:4]=1)([O-:10])=[O:9]. The catalyst class is: 10. (8) Reactant: [Cl:1][C:2]1[N:7]=[CH:6][CH:5]=[C:4](Cl)[N:3]=1.[CH3:9][NH2:10]. Product: [Cl:1][C:2]1[N:3]=[C:4]([NH:10][CH3:9])[CH:5]=[CH:6][N:7]=1. The catalyst class is: 5.